Dataset: Peptide-MHC class II binding affinity with 134,281 pairs from IEDB. Task: Regression. Given a peptide amino acid sequence and an MHC pseudo amino acid sequence, predict their binding affinity value. This is MHC class II binding data. (1) The peptide sequence is LQGPFNFRFLTEKGMKNVFDDVVPEKYTIG. The MHC is HLA-DPA10201-DPB11401 with pseudo-sequence HLA-DPA10201-DPB11401. The binding affinity (normalized) is 0.304. (2) The peptide sequence is EVAKLDVVKLLYNEQ. The MHC is DRB1_1101 with pseudo-sequence DRB1_1101. The binding affinity (normalized) is 0.190.